This data is from Reaction yield outcomes from USPTO patents with 853,638 reactions. The task is: Predict the reaction yield, written as a fraction of the theoretical maximum amount of product (1.0 means a 100% yield; for example, 0.34 means a 34% yield). (1) The reactants are [NH2:1][C:2]1[C:3]([C:29](OCC)=[O:30])=[N:4][C:5]([C:22]2[CH:27]=[CH:26][CH:25]=[C:24]([OH:28])[CH:23]=2)=[N:6][C:7]=1[NH:8][CH:9]1[CH2:14][CH2:13][N:12](C(OC(C)(C)C)=O)[CH2:11][CH2:10]1.[NH2:34]C1C(C(OCC)=O)=NC(Cl)=NC=1NC1CCN(C(OC(C)(C)C)=O)CC1.[OH:61][C:62]1C=C(B(O)O)C=CC=1.P([O-])([O-])([O-])=O.[K+].[K+].[K+].C1(P(C2CCCCC2)C2C(OC)=CC=CC=2OC)CCCCC1. The catalyst is O1CCCC1.C([O-])(=O)C.[Pd+2].C([O-])(=O)C.O. The product is [OH:28][C:24]1[CH:23]=[C:22]([C:5]2[N:6]=[C:7]3[C:2]([NH:1][C:62](=[O:61])[N:8]3[CH:9]3[CH2:14][CH2:13][NH:12][CH2:11][CH2:10]3)=[C:3]([C:29]([NH2:34])=[O:30])[N:4]=2)[CH:27]=[CH:26][CH:25]=1. The yield is 0.400. (2) The reactants are Br[C:2]1[CH:7]=[CH:6][CH:5]=[CH:4][N:3]=1.C([Li])CCC.[NH2:13][C:14]1[CH:22]=[CH:21][C:20]([Cl:23])=[CH:19][C:15]=1[C:16](O)=[O:17].Cl[Si](C)(C)C.Cl. The catalyst is CCOCC.C1COCC1. The product is [NH2:13][C:14]1[CH:22]=[CH:21][C:20]([Cl:23])=[CH:19][C:15]=1[C:16]([C:2]1[CH:7]=[CH:6][CH:5]=[CH:4][N:3]=1)=[O:17]. The yield is 0.450. (3) The reactants are [CH3:1][N:2]1[CH:6]=[C:5]([NH:7][C:8]2[N:13]=[C:12]3[N:14]([CH2:17][C:18]4[CH:19]=[C:20]([N:24]5[CH2:29][CH2:28][O:27][CH2:26][C:25]5=[O:30])[CH:21]=[CH:22][CH:23]=4)[N:15]=[CH:16][C:11]3=[CH:10][N:9]=2)[CH:4]=[N:3]1.[BH4-].[Li+]. The catalyst is CO. The product is [CH3:1][N:2]1[CH:6]=[C:5]([NH:7][C:8]2[N:13]=[C:12]3[N:14]([CH2:17][C:18]4[CH:19]=[C:20]([N:24]5[CH2:29][CH2:28][O:27][CH2:26][CH:25]5[OH:30])[CH:21]=[CH:22][CH:23]=4)[N:15]=[CH:16][C:11]3=[CH:10][N:9]=2)[CH:4]=[N:3]1. The yield is 0.100. (4) The reactants are Br[C:2]1[C:3](=[O:10])[N:4]([CH3:9])[CH:5]=[C:6]([Br:8])[CH:7]=1.[NH2:11][C:12]1[CH:23]=[C:15]2[CH2:16][N:17]([C:20](=[O:22])[CH3:21])[CH2:18][CH2:19][N:14]2[N:13]=1.CC1(C)C2C(=C(P(C3C=CC=CC=3)C3C=CC=CC=3)C=CC=2)OC2C(P(C3C=CC=CC=3)C3C=CC=CC=3)=CC=CC1=2.C(=O)([O-])[O-].[Cs+].[Cs+]. The catalyst is C1C=CC(/C=C/C(/C=C/C2C=CC=CC=2)=O)=CC=1.C1C=CC(/C=C/C(/C=C/C2C=CC=CC=2)=O)=CC=1.C1C=CC(/C=C/C(/C=C/C2C=CC=CC=2)=O)=CC=1.[Pd].[Pd].O1CCOCC1. The product is [C:20]([N:17]1[CH2:18][CH2:19][N:14]2[N:13]=[C:12]([NH:11][C:2]3[C:3](=[O:10])[N:4]([CH3:9])[CH:5]=[C:6]([Br:8])[CH:7]=3)[CH:23]=[C:15]2[CH2:16]1)(=[O:22])[CH3:21]. The yield is 0.890. (5) The reactants are Br[CH2:2][C:3]([C:5]1[CH:10]=[CH:9][C:8]([Br:11])=[CH:7][CH:6]=1)=O.[C:12]([NH2:15])(=[S:14])[CH3:13].[OH-].[Na+]. The catalyst is O1CCOCC1. The product is [Br:11][C:8]1[CH:9]=[CH:10][C:5]([C:3]2[N:15]=[C:12]([CH3:13])[S:14][CH:2]=2)=[CH:6][CH:7]=1. The yield is 0.990. (6) The reactants are [Cl:1][C:2]1[CH:3]=[C:4]([C:13]([NH:15][CH2:16][CH:17]2[CH2:22][CH2:21][NH:20][CH2:19][CH2:18]2)=[O:14])[C:5](=[O:12])[N:6]([CH:9]([CH3:11])[CH3:10])[C:7]=1[CH3:8].[CH:23]1([CH:29]=O)[CH2:28][CH2:27][CH2:26][CH2:25][CH2:24]1.C(O[BH-](OC(=O)C)OC(=O)C)(=O)C.[Na+]. The catalyst is ClCCl. The product is [Cl:1][C:2]1[CH:3]=[C:4]([C:13]([NH:15][CH2:16][CH:17]2[CH2:22][CH2:21][N:20]([CH2:29][CH:23]3[CH2:28][CH2:27][CH2:26][CH2:25][CH2:24]3)[CH2:19][CH2:18]2)=[O:14])[C:5](=[O:12])[N:6]([CH:9]([CH3:10])[CH3:11])[C:7]=1[CH3:8]. The yield is 0.720.